This data is from NCI-60 drug combinations with 297,098 pairs across 59 cell lines. The task is: Regression. Given two drug SMILES strings and cell line genomic features, predict the synergy score measuring deviation from expected non-interaction effect. (1) Drug 1: CC1C(C(=O)NC(C(=O)N2CCCC2C(=O)N(CC(=O)N(C(C(=O)O1)C(C)C)C)C)C(C)C)NC(=O)C3=C4C(=C(C=C3)C)OC5=C(C(=O)C(=C(C5=N4)C(=O)NC6C(OC(=O)C(N(C(=O)CN(C(=O)C7CCCN7C(=O)C(NC6=O)C(C)C)C)C)C(C)C)C)N)C. Drug 2: CCCCCOC(=O)NC1=NC(=O)N(C=C1F)C2C(C(C(O2)C)O)O. Cell line: OVCAR-4. Synergy scores: CSS=1.87, Synergy_ZIP=-0.965, Synergy_Bliss=-0.599, Synergy_Loewe=-1.94, Synergy_HSA=-2.46. (2) Drug 1: CC1=C2C(C(=O)C3(C(CC4C(C3C(C(C2(C)C)(CC1OC(=O)C(C(C5=CC=CC=C5)NC(=O)OC(C)(C)C)O)O)OC(=O)C6=CC=CC=C6)(CO4)OC(=O)C)OC)C)OC. Drug 2: CC1=CC2C(CCC3(C2CCC3(C(=O)C)OC(=O)C)C)C4(C1=CC(=O)CC4)C. Cell line: MDA-MB-231. Synergy scores: CSS=34.5, Synergy_ZIP=6.69, Synergy_Bliss=5.90, Synergy_Loewe=-24.4, Synergy_HSA=-0.826. (3) Drug 1: C1=CC(=CC=C1C#N)C(C2=CC=C(C=C2)C#N)N3C=NC=N3. Drug 2: CC1C(C(CC(O1)OC2CC(CC3=C2C(=C4C(=C3O)C(=O)C5=CC=CC=C5C4=O)O)(C(=O)C)O)N)O. Cell line: SK-MEL-2. Synergy scores: CSS=41.5, Synergy_ZIP=2.21, Synergy_Bliss=-0.0638, Synergy_Loewe=-15.4, Synergy_HSA=-3.08. (4) Drug 1: CC1=C2C(C(=O)C3(C(CC4C(C3C(C(C2(C)C)(CC1OC(=O)C(C(C5=CC=CC=C5)NC(=O)OC(C)(C)C)O)O)OC(=O)C6=CC=CC=C6)(CO4)OC(=O)C)OC)C)OC. Drug 2: COC1=C(C=C2C(=C1)N=CN=C2NC3=CC(=C(C=C3)F)Cl)OCCCN4CCOCC4. Cell line: OVCAR-5. Synergy scores: CSS=83.6, Synergy_ZIP=10.8, Synergy_Bliss=10.5, Synergy_Loewe=14.1, Synergy_HSA=16.7. (5) Drug 1: C1CCC(CC1)NC(=O)N(CCCl)N=O. Drug 2: CC=C1C(=O)NC(C(=O)OC2CC(=O)NC(C(=O)NC(CSSCCC=C2)C(=O)N1)C(C)C)C(C)C. Cell line: HOP-92. Synergy scores: CSS=36.7, Synergy_ZIP=1.63, Synergy_Bliss=0.0749, Synergy_Loewe=-1.35, Synergy_HSA=1.77. (6) Drug 1: CN(C)N=NC1=C(NC=N1)C(=O)N. Drug 2: CC12CCC3C(C1CCC2OP(=O)(O)O)CCC4=C3C=CC(=C4)OC(=O)N(CCCl)CCCl.[Na+]. Cell line: HCC-2998. Synergy scores: CSS=-3.15, Synergy_ZIP=-0.166, Synergy_Bliss=-3.71, Synergy_Loewe=-4.99, Synergy_HSA=-4.51. (7) Drug 1: CC12CCC3C(C1CCC2=O)CC(=C)C4=CC(=O)C=CC34C. Drug 2: CS(=O)(=O)OCCCCOS(=O)(=O)C. Cell line: SN12C. Synergy scores: CSS=22.2, Synergy_ZIP=-0.200, Synergy_Bliss=2.82, Synergy_Loewe=-8.03, Synergy_HSA=3.54. (8) Drug 1: CC1=CC2C(CCC3(C2CCC3(C(=O)C)OC(=O)C)C)C4(C1=CC(=O)CC4)C. Drug 2: COC1=C2C(=CC3=C1OC=C3)C=CC(=O)O2. Cell line: SR. Synergy scores: CSS=9.17, Synergy_ZIP=1.26, Synergy_Bliss=8.75, Synergy_Loewe=7.41, Synergy_HSA=8.06. (9) Drug 1: CCC1(CC2CC(C3=C(CCN(C2)C1)C4=CC=CC=C4N3)(C5=C(C=C6C(=C5)C78CCN9C7C(C=CC9)(C(C(C8N6C)(C(=O)OC)O)OC(=O)C)CC)OC)C(=O)OC)O.OS(=O)(=O)O. Drug 2: CC(C)CN1C=NC2=C1C3=CC=CC=C3N=C2N. Cell line: NCI-H322M. Synergy scores: CSS=0.153, Synergy_ZIP=1.33, Synergy_Bliss=2.88, Synergy_Loewe=0.729, Synergy_HSA=0.982.